From a dataset of Catalyst prediction with 721,799 reactions and 888 catalyst types from USPTO. Predict which catalyst facilitates the given reaction. (1) Reactant: [CH3:1][C:2]1[C:10]([C@H:11]2[CH2:16][N:15]3[CH2:17][CH2:18][N:19](C(OCC4C=CC=CC=4)=O)[CH2:20][C@H:14]3[CH2:13][N:12]2[C:31]([O:33][C:34]([CH3:37])([CH3:36])[CH3:35])=[O:32])=[CH:9][CH:8]=[C:7]2[C:3]=1[CH2:4][O:5][C:6]2=[O:38]. Product: [CH3:1][C:2]1[C:10]([C@H:11]2[CH2:16][N:15]3[CH2:17][CH2:18][NH:19][CH2:20][C@H:14]3[CH2:13][N:12]2[C:31]([O:33][C:34]([CH3:36])([CH3:35])[CH3:37])=[O:32])=[CH:9][CH:8]=[C:7]2[C:3]=1[CH2:4][O:5][C:6]2=[O:38]. The catalyst class is: 19. (2) Reactant: C[O:2][C:3](=[O:27])[C:4]1[CH:9]=[CH:8][CH:7]=[CH:6][C:5]=1[O:10][CH2:11][CH:12]([OH:26])[CH2:13][N:14]([CH:16]1[CH:23]2[CH2:24][CH:19]3[CH2:20][CH:21]([CH2:25][CH:17]1[CH2:18]3)[CH2:22]2)[CH3:15].[OH-].[K+]. Product: [CH:17]12[CH2:25][CH:21]3[CH2:20][CH:19]([CH2:24][CH:23]([CH2:22]3)[CH:16]1[N:14]([CH3:15])[CH2:13][CH:12]([OH:26])[CH2:11][O:10][C:5]1[CH:6]=[CH:7][CH:8]=[CH:9][C:4]=1[C:3]([OH:27])=[O:2])[CH2:18]2. The catalyst class is: 24.